From a dataset of CYP2C9 inhibition data for predicting drug metabolism from PubChem BioAssay. Regression/Classification. Given a drug SMILES string, predict its absorption, distribution, metabolism, or excretion properties. Task type varies by dataset: regression for continuous measurements (e.g., permeability, clearance, half-life) or binary classification for categorical outcomes (e.g., BBB penetration, CYP inhibition). Dataset: cyp2c9_veith. (1) The molecule is C#CCCCO/N=C1/C[C@@H](O)[C@@H](O)[C@@H]2[C@@H]3C(=O)N(C[C@@H]4CCCO4)C(=O)[C@H]3CC[C@@H]12. The result is 0 (non-inhibitor). (2) The result is 0 (non-inhibitor). The compound is Cc1noc(C)c1C(=O)N1CCC[C@@]2(CCN(C(c3ccccc3)c3ccccc3)C2)C1.